From a dataset of Peptide-MHC class I binding affinity with 185,985 pairs from IEDB/IMGT. Regression. Given a peptide amino acid sequence and an MHC pseudo amino acid sequence, predict their binding affinity value. This is MHC class I binding data. (1) The binding affinity (normalized) is 0.0847. The peptide sequence is APVESMALF. The MHC is HLA-A02:12 with pseudo-sequence HLA-A02:12. (2) The peptide sequence is GLEAYIQGI. The MHC is HLA-A02:12 with pseudo-sequence HLA-A02:12. The binding affinity (normalized) is 0.851. (3) The peptide sequence is HFRGFSKSI. The MHC is HLA-A68:01 with pseudo-sequence HLA-A68:01. The binding affinity (normalized) is 0. (4) The peptide sequence is RLEDVFAGK. The MHC is HLA-B44:02 with pseudo-sequence HLA-B44:02. The binding affinity (normalized) is 0.0847. (5) The peptide sequence is MMQTYTGAL. The MHC is HLA-B15:01 with pseudo-sequence HLA-B15:01. The binding affinity (normalized) is 0.614.